Dataset: Reaction yield outcomes from USPTO patents with 853,638 reactions. Task: Predict the reaction yield, written as a fraction of the theoretical maximum amount of product (1.0 means a 100% yield; for example, 0.34 means a 34% yield). (1) The reactants are COC1C=CC(O)=CC=1.C[O:11][C:12]1[CH:19]=[CH:18][C:17]([O:20][CH3:21])=[CH:16][C:13]=1[CH:14]=[O:15]. No catalyst specified. The product is [OH:11][C:12]1[CH:19]=[CH:18][C:17]([O:20][CH3:21])=[CH:16][C:13]=1[CH:14]=[O:15]. The yield is 0.820. (2) The reactants are [BH4-].[Na+].[F:3][C:4]([F:46])([F:45])[C:5]1[CH:6]=[C:7]([C:15]([CH3:44])([CH3:43])[C:16]([N:18]([C:20]2[CH:21]=[N:22][C:23]([N:35]3[CH2:39][C@H:38]([OH:40])[CH2:37][C@H:36]3[CH2:41][OH:42])=[CH:24][C:25]=2[C:26]2[CH:31]=[CH:30][C:29]([F:32])=[CH:28][C:27]=2[CH:33]=[O:34])[CH3:19])=[O:17])[CH:8]=[C:9]([C:11]([F:14])([F:13])[F:12])[CH:10]=1. The catalyst is CO. The product is [F:45][C:4]([F:3])([F:46])[C:5]1[CH:6]=[C:7]([C:15]([CH3:44])([CH3:43])[C:16]([N:18]([C:20]2[CH:21]=[N:22][C:23]([N:35]3[CH2:39][C@H:38]([OH:40])[CH2:37][C@H:36]3[CH2:41][OH:42])=[CH:24][C:25]=2[C:26]2[CH:31]=[CH:30][C:29]([F:32])=[CH:28][C:27]=2[CH2:33][OH:34])[CH3:19])=[O:17])[CH:8]=[C:9]([C:11]([F:12])([F:13])[F:14])[CH:10]=1. The yield is 0.780.